From a dataset of Experimentally validated miRNA-target interactions with 360,000+ pairs, plus equal number of negative samples. Binary Classification. Given a miRNA mature sequence and a target amino acid sequence, predict their likelihood of interaction. (1) The miRNA is hsa-miR-93-5p with sequence CAAAGUGCUGUUCGUGCAGGUAG. The protein sequence of the target gene is MSRLGALGGARAGLGLLLGTAAGLGFLCLLYSQRWKRTQRHGRSQSLPNSLDYTQTSDPGRHVMLLRAVPGGAGDASVLPSLPREGQEKVLDRLDFVLTSLVALRREVEELRSSLRGLAGEIVGEVRCHMEENQRVARRRRFPFVRERSDSTGSSSVYFTASSGATFTDAESEGGYTTANAESDNERDSDKESEDGEDEVSCETVKMGRKDSLDLEEEAASGASSALEAGGSSGLEDVLPLLQQADELHRGDEQGKREGFQLLLNNKLVYGSRQDFLWRLARAYSDMCELTEEVSEKKSY.... Result: 1 (interaction). (2) The miRNA is mmu-miR-149-5p with sequence UCUGGCUCCGUGUCUUCACUCCC. The protein sequence of the target gene is MVAGMLMPLDRLRAIYEVLFREGVMVAKKDRRPRSLHPHVPGVTNLQVMRAMASLKARGLVRETFAWCHFYWYLTNEGIDHLRQYLHLPPEIVPASLQRVRRPVAMVIPARRRSPHVQTMQGPLGCPPKRGPLPAEDPAREERQVYRRKEREEGAPETPVVSATTVGTLARPGPEPAPATDERDRVQKKTFTKWVNKHLIKHWRAEAQRHISDLYEDLRDGHNLISLLEVLSGDSLPREKGRMRFHKLQNVQIALDYLRHRQVKLVNIRNDDIADGNPKLTLGLIWTIILHFQISDIQVS.... Result: 1 (interaction). (3) The miRNA is hsa-miR-5701 with sequence UUAUUGUCACGUUCUGAUU. The protein sequence of the target gene is MLSGKKAAAAAAAAAAAAAAGTEAGSGAAGGAENGSEVAAPPAGLTGPTDMATGAAGERTPRKKEPPRASPPGGLAEPPGSAGPQAGPTAGPGSATPMETGIAETPEGRRTSRRKRAKVEYREMDESLANLSEDEYYSEEERNAKAEKEKKLPPPPPQAPPEEENESEPEEPSGVEGAAFQSRLPHDRMTSQEAACFPDIISGPQQTQKVFLFIRNRTLQLWLDNPKIQLTFEATLQQLEAPYNSDTVLVHRVHSYLERHGLINFGIYKRIKPLPIKKTGKVIIIGSGVSGLAAARQLQS.... Result: 0 (no interaction). (4) The miRNA is hsa-miR-6753-3p with sequence UGGUCUGUCUCUGCCCUGGCAC. The protein sequence of the target gene is MVCREQLSKNQVKWVFAGITCVSVVVIAAIVLAITLRRPGCELEACSPDADMLDYLLSLGQISRRDALEVTWYHAANSKKAMTAALNSNITVLEADVNVEGLGTANETGVPIMAHPPTIYSDNTLEQWLDAVLGSSQKGIKLDFKNIKAVGPSLDLLRQLTEEGKVRRPIWINADILKGPNMLISTEVNATQFLALVQEKYPKATLSPGWTTFYMSTSPNRTYTQAMVEKMHELVGGVPQRVTFPVRSSMVRAAWPHFSWLLSQSERYSLTLWQAASDPMSVEDLLYVRDNTAVHQVYYD.... Result: 0 (no interaction). (5) The miRNA is hsa-miR-4670-3p with sequence UGAAGUUACAUCAUGGUCGCUU. The protein sequence of the target gene is MAGGIKVSVWSAVGPGPRCWGAGGGGGATWLLLVVAGCVVCGSADVNVVMLQESQVDMNSSQQFCYKNVLIPKWHDIWTRIQVRVNSSKLVRVTQVDNEEKLKELEQFSIWNFFSSFLKEKLNDTYVNVGLYSTKTCLKVEMIEKDTTYSVTVTRRFDPKLFLVFLLGLTLFFCGDLLSRSQIFYYSTGMSVGIVASLLIVIFMISKFMPKRSPIYVILVGGWSFSLYLIQLVFKNLQEIWRSYWHYLLSYILTVGFMSFAVCYKYGPLENERSINLLTWTLQLLGLGLMYSSIQIPHVA.... Result: 0 (no interaction). (6) The miRNA is hsa-miR-181c-5p with sequence AACAUUCAACCUGUCGGUGAGU. The protein sequence of the target gene is MAAPALGLVCGRCPELGLVLLLLLLSLLCGAAGSQEAGTGAGAGSLAGSCGCGTPQRPGAHGSSAAAHRYSREANAPGPVPGERQLAHSKMVPIPAGVFTMGTDDPQIKQDGEAPARRVTIDAFYMDAYEVSNTEFEKFVNSTGYLTEAEKFGDSFVFEGMLSEQVKTNIQQAVAAAPWWLPVKGANWRHPEGPDSTILHRPDHPVLHVSWNDAVAYCTWAGKRLPTEAEWEYSCRGGLHNRLFPWGNKLQPKGQHYANIWQGEFPVTNTGEDGFQGTAPVDAFPPNGYGLYNIVGNAWE.... Result: 0 (no interaction). (7) The miRNA is mmu-miR-881-3p with sequence AACUGUGUCUUUUCUGAAUAGA. The protein sequence of the target gene is MNPLFGPNLFLLQQEQQGLAGPLGDSLGGDHFAGGGDLPPAPLSPAGPAAYSPPGPGPAPPAAMALRNDLGSNINVLKTLNLRFRCFLAKVHELERRNRLLEKQLQQALEEGKQGRRGLGRRDQAVQTGFVSPIRPLGLQLGARPAAVCSPSARVLGSPARSPAGPLAPSAASLSSSSTSTSTTYSSSARFMPGTIWSFSHARRLGPGLEPTLVQGPGLSWVHPDGVGVQIDTITPEIRALYNVLAKVKRERDEYKRRWEEEYTVRIQLQDRVNELQEEAQEADACQEELALKVEQLKAE.... Result: 0 (no interaction). (8) The miRNA is hsa-miR-30a-3p with sequence CUUUCAGUCGGAUGUUUGCAGC. The protein sequence of the target gene is MAAKDQLEVQVMAAQEMELAGKDPVSHEHEERKPVTETKEGDVTDEHGERGSFAETDEHTGVDTKELEDIAADIKEHLAAKRKRIEKIAKACSEIKNRIKNVLRTTQLKRQKRDYRISLKLPNVLEEFITDEQKDEEGDGEKEEQIKIFQEQQKRWQQDGKGTERD. Result: 0 (no interaction). (9) The miRNA is hsa-miR-4472 with sequence GGUGGGGGGUGUUGUUUU. The protein sequence of the target gene is MARLGLLALLCTLAALSASLLAAELKSKSCSEVRRLYVSKGFNKNDAPLYEINGDHLKICPQDYTCCSQEMEEKYSLQSKDDFKTVVSEQCNHLQAIFASRYKKFDEFFKELLENAEKSLNDMFVKTYGHLYMQNSELFKDLFVELKRYYVAGNVNLEEMLNDFWARLLERMFRLVNSQYHFTDEYLECVSKYTEQLKPFGDVPRKLKLQVTRAFVAARTFAQGLAVARDVVSKVSVVNPTAQCTHALLKMIYCSHCRGLVTVKPCYNYCSNIMRGCLANQGDLDFEWNNFIDAMLMVAE.... Result: 0 (no interaction).